Dataset: Reaction yield outcomes from USPTO patents with 853,638 reactions. Task: Predict the reaction yield, written as a fraction of the theoretical maximum amount of product (1.0 means a 100% yield; for example, 0.34 means a 34% yield). (1) The reactants are [C:1]([C:5]1[CH:10]=[CH:9][C:8]([N+:11]([O-:13])=[O:12])=[CH:7][C:6]=1[CH2:14][NH2:15])([CH3:4])([CH3:3])[CH3:2].[CH3:16][C:17]([O:20][C:21](O[C:21]([O:20][C:17]([CH3:19])([CH3:18])[CH3:16])=[O:22])=[O:22])([CH3:19])[CH3:18]. The catalyst is C1COCC1.O. The product is [C:1]([C:5]1[CH:10]=[CH:9][C:8]([N+:11]([O-:13])=[O:12])=[CH:7][C:6]=1[CH2:14][NH:15][C:21](=[O:22])[O:20][C:17]([CH3:19])([CH3:18])[CH3:16])([CH3:4])([CH3:2])[CH3:3]. The yield is 0.780. (2) The reactants are [Cl:1][C:2]1[C:7]([OH:8])=[CH:6][CH:5]=[C:4]([CH2:9][OH:10])[N:3]=1.C([O-])(O)=O.[Na+].[I:16]I.OS([O-])(=O)=O.[Na+]. The catalyst is O. The product is [Cl:1][C:2]1[C:7]([OH:8])=[C:6]([I:16])[CH:5]=[C:4]([CH2:9][OH:10])[N:3]=1. The yield is 0.620.